From a dataset of Reaction yield outcomes from USPTO patents with 853,638 reactions. Predict the reaction yield, written as a fraction of the theoretical maximum amount of product (1.0 means a 100% yield; for example, 0.34 means a 34% yield). (1) The product is [Cl:19][C:14]1[CH:15]=[CH:16][CH:17]=[CH:18][C:13]=1[N:12]1[C:11](=[O:20])[C:10]2[C:5](=[CH:6][C:7]3[CH:24]=[CH:23][CH:22]=[CH:21][C:8]=3[CH:9]=2)[N:4]=[C:3]1[CH2:2][S:26][C:27]1[N:35]=[CH:34][N:33]=[C:32]2[C:28]=1[N:29]=[CH:30][NH:31]2. The reactants are Cl[CH2:2][C:3]1[N:12]([C:13]2[CH:18]=[CH:17][CH:16]=[CH:15][C:14]=2[Cl:19])[C:11](=[O:20])[C:10]2[C:5](=[CH:6][C:7]3[CH:24]=[CH:23][CH:22]=[CH:21][C:8]=3[CH:9]=2)[N:4]=1.O.[SH:26][C:27]1[N:35]=[CH:34][N:33]=[C:32]2[C:28]=1[NH:29][CH:30]=[N:31]2.C([O-])([O-])=O.[K+].[K+]. The catalyst is CN(C=O)C. The yield is 0.480. (2) The catalyst is CO. The yield is 0.870. The product is [Br:12][C:4]1[CH:3]=[C:2]([F:1])[C:11]2[O:10][CH2:9][CH2:8][O:7][C:6]=2[CH:5]=1. The reactants are [F:1][C:2]1[C:11]2[O:10][CH2:9][CH2:8][O:7][C:6]=2[CH:5]=[CH:4][CH:3]=1.[Br:12]N1C(=O)CCC1=O.